Dataset: NCI-60 drug combinations with 297,098 pairs across 59 cell lines. Task: Regression. Given two drug SMILES strings and cell line genomic features, predict the synergy score measuring deviation from expected non-interaction effect. (1) Drug 1: CN(C)N=NC1=C(NC=N1)C(=O)N. Drug 2: CC12CCC3C(C1CCC2OP(=O)(O)O)CCC4=C3C=CC(=C4)OC(=O)N(CCCl)CCCl.[Na+]. Cell line: DU-145. Synergy scores: CSS=5.09, Synergy_ZIP=-0.431, Synergy_Bliss=1.55, Synergy_Loewe=-1.01, Synergy_HSA=-0.813. (2) Drug 1: CC12CCC3C(C1CCC2=O)CC(=C)C4=CC(=O)C=CC34C. Drug 2: C1CC(=O)NC(=O)C1N2C(=O)C3=CC=CC=C3C2=O. Cell line: HOP-92. Synergy scores: CSS=44.2, Synergy_ZIP=1.88, Synergy_Bliss=1.09, Synergy_Loewe=0.199, Synergy_HSA=0.324. (3) Drug 1: CCCCCOC(=O)NC1=NC(=O)N(C=C1F)C2C(C(C(O2)C)O)O. Drug 2: C1=CC=C(C=C1)NC(=O)CCCCCCC(=O)NO. Cell line: IGROV1. Synergy scores: CSS=13.9, Synergy_ZIP=-4.15, Synergy_Bliss=-0.0237, Synergy_Loewe=-2.84, Synergy_HSA=0.878. (4) Drug 2: C1CC(=O)NC(=O)C1N2C(=O)C3=CC=CC=C3C2=O. Cell line: UO-31. Drug 1: CCCS(=O)(=O)NC1=C(C(=C(C=C1)F)C(=O)C2=CNC3=C2C=C(C=N3)C4=CC=C(C=C4)Cl)F. Synergy scores: CSS=8.85, Synergy_ZIP=-0.670, Synergy_Bliss=6.61, Synergy_Loewe=2.30, Synergy_HSA=4.93. (5) Drug 1: C1=CC(=CC=C1C#N)C(C2=CC=C(C=C2)C#N)N3C=NC=N3. Drug 2: CN1C(=O)N2C=NC(=C2N=N1)C(=O)N. Cell line: RXF 393. Synergy scores: CSS=-5.52, Synergy_ZIP=2.33, Synergy_Bliss=-0.226, Synergy_Loewe=-5.37, Synergy_HSA=-5.28. (6) Drug 1: C1CN1P(=S)(N2CC2)N3CC3. Drug 2: C1CNP(=O)(OC1)N(CCCl)CCCl. Cell line: LOX IMVI. Synergy scores: CSS=18.1, Synergy_ZIP=-4.83, Synergy_Bliss=-3.11, Synergy_Loewe=-39.8, Synergy_HSA=-3.00. (7) Synergy scores: CSS=11.0, Synergy_ZIP=3.81, Synergy_Bliss=5.07, Synergy_Loewe=6.78, Synergy_HSA=6.82. Cell line: SF-295. Drug 2: COC1=C(C=C2C(=C1)N=CN=C2NC3=CC(=C(C=C3)F)Cl)OCCCN4CCOCC4. Drug 1: CC12CCC(CC1=CCC3C2CCC4(C3CC=C4C5=CN=CC=C5)C)O.